Dataset: Full USPTO retrosynthesis dataset with 1.9M reactions from patents (1976-2016). Task: Predict the reactants needed to synthesize the given product. (1) Given the product [Br:1][C:2]1[CH:3]=[CH:4][C:5]([C:8]2([N:23]([CH3:25])[CH3:24])[CH2:9][CH2:10][C:11](=[O:14])[CH2:12][CH2:13]2)=[CH:6][CH:7]=1, predict the reactants needed to synthesize it. The reactants are: [Br:1][C:2]1[CH:7]=[CH:6][C:5]([C:8]2([N:23]([CH3:25])[CH3:24])[CH2:13][CH2:12][C:11](CCC3C=CC=CC=3)([OH:14])[CH2:10][CH2:9]2)=[CH:4][CH:3]=1.C(OCC)C.Cl.[OH-].[Na+]. (2) The reactants are: [NH2:1][CH:2]([C:8]1[CH:13]=[CH:12][C:11]([O:14][C:15]([F:18])([F:17])[F:16])=[CH:10][CH:9]=1)[C:3]([O:5][CH2:6][CH3:7])=[O:4].[C:19](OC([O-])=O)([O:21][C:22]([CH3:25])([CH3:24])[CH3:23])=[O:20]. Given the product [CH2:6]([O:5][C:3](=[O:4])[CH:2]([NH:1][C:19]([O:21][C:22]([CH3:25])([CH3:24])[CH3:23])=[O:20])[C:8]1[CH:13]=[CH:12][C:11]([O:14][C:15]([F:16])([F:17])[F:18])=[CH:10][CH:9]=1)[CH3:7], predict the reactants needed to synthesize it. (3) The reactants are: [CH3:1][O:2][C:3]([C:5]1[C:9]([NH2:10])=[CH:8][S:7][CH:6]=1)=[O:4].[Cl:11][CH:12]([F:16])[C:13](Cl)=[O:14].C(N(CC)CC)C. Given the product [CH3:1][O:2][C:3]([C:5]1[C:9]([NH:10][C:13](=[O:14])[CH:12]([Cl:11])[F:16])=[CH:8][S:7][CH:6]=1)=[O:4], predict the reactants needed to synthesize it. (4) Given the product [N:1]12[CH2:6][CH2:5][C:4]([O:9][C:10](=[O:38])[NH:11][C:12]3[CH:17]=[C:16]([CH2:18][CH2:19][CH2:20][C:21]([NH:23][C:24]4[CH:25]=[CH:26][C:27]([CH2:30][NH:43][CH2:44][C@H:45]([O:46][Si:47]([C:50]([CH3:53])([CH3:52])[CH3:51])([CH3:49])[CH3:48])[C:54]5[CH:63]=[CH:62][C:61]([OH:64])=[C:60]6[C:55]=5[CH:56]=[CH:57][C:58](=[O:65])[NH:59]6)=[CH:28][CH:29]=4)=[O:22])[CH:15]=[CH:14][C:13]=3[C:32]3[CH:33]=[CH:34][CH:35]=[CH:36][CH:37]=3)([CH2:7][CH2:8]1)[CH2:3][CH2:2]2, predict the reactants needed to synthesize it. The reactants are: [N:1]12[CH2:8][CH2:7][C:4]([O:9][C:10](=[O:38])[NH:11][C:12]3[CH:17]=[C:16]([CH2:18][CH2:19][CH2:20][C:21]([NH:23][C:24]4[CH:29]=[CH:28][C:27]([CH:30]=O)=[CH:26][CH:25]=4)=[O:22])[CH:15]=[CH:14][C:13]=3[C:32]3[CH:37]=[CH:36][CH:35]=[CH:34][CH:33]=3)([CH2:5][CH2:6]1)[CH2:3][CH2:2]2.C(O)(=O)C.[NH2:43][CH2:44][C@@H:45]([C:54]1[CH:63]=[CH:62][C:61]([OH:64])=[C:60]2[C:55]=1[CH:56]=[CH:57][C:58](=[O:65])[NH:59]2)[O:46][Si:47]([C:50]([CH3:53])([CH3:52])[CH3:51])([CH3:49])[CH3:48].C(O[BH-](OC(=O)C)OC(=O)C)(=O)C.[Na+]. (5) The reactants are: [C:1]([O:5][C:6]([N:8]1[CH2:13][CH2:12][CH:11]([NH:14][CH:15]2[C:24]3[N:23]=[CH:22][CH:21]=[CH:20][C:19]=3[CH2:18][CH2:17][CH2:16]2)[CH2:10][CH2:9]1)=[O:7])([CH3:4])([CH3:3])[CH3:2].[CH3:25][C:26]1[C:27]([CH:33]=O)=[N:28][CH:29]=[C:30]([CH3:32])[CH:31]=1.[BH-](OC(C)=O)(OC(C)=O)OC(C)=O.[Na+]. Given the product [C:1]([O:5][C:6]([N:8]1[CH2:9][CH2:10][CH:11]([N:14]([CH2:33][C:27]2[C:26]([CH3:25])=[CH:31][C:30]([CH3:32])=[CH:29][N:28]=2)[CH:15]2[C:24]3[N:23]=[CH:22][CH:21]=[CH:20][C:19]=3[CH2:18][CH2:17][CH2:16]2)[CH2:12][CH2:13]1)=[O:7])([CH3:4])([CH3:2])[CH3:3], predict the reactants needed to synthesize it. (6) The reactants are: [Br:1][C:2]1[CH:7]=[CH:6][C:5]([NH2:8])=[C:4]([CH:9]([C:12]2[CH:17]=[CH:16]C(Cl)=[CH:14][CH:13]=2)[NH:10][CH3:11])[CH:3]=1.Cl[C:20]([Cl:30])(OC(=O)OC(Cl)(Cl)Cl)Cl.C1C[O:34][CH2:33]C1. Given the product [Br:1][C:2]1[CH:3]=[C:4]2[C:5](=[CH:6][CH:7]=1)[NH:8][C:33](=[O:34])[N:10]([CH3:11])[CH:9]2[C:12]1[CH:13]=[CH:14][C:20]([Cl:30])=[CH:16][CH:17]=1, predict the reactants needed to synthesize it.